Dataset: Forward reaction prediction with 1.9M reactions from USPTO patents (1976-2016). Task: Predict the product of the given reaction. The product is: [Br:1][C:2]1[CH:3]=[C:4]2[C:9](=[CH:10][CH:11]=1)[N:8]=[C:7]([NH:12][CH2:13][C:14]1[CH:19]=[CH:18][C:17]([O:20][CH3:21])=[CH:16][CH:15]=1)[C:6]([N:27]1[CH2:28][CH2:29][O:30][CH:25]([CH2:23][CH3:24])[CH2:26]1)=[CH:5]2. Given the reactants [Br:1][C:2]1[CH:3]=[C:4]2[C:9](=[CH:10][CH:11]=1)[N:8]=[C:7]([NH:12][CH2:13][C:14]1[CH:19]=[CH:18][C:17]([O:20][CH3:21])=[CH:16][CH:15]=1)[C:6](I)=[CH:5]2.[CH2:23]([CH:25]1[O:30][CH2:29][CH2:28][NH:27][CH2:26]1)[CH3:24].C(=O)([O-])[O-].[Cs+].[Cs+].C(C1CCCCC1=O)(=O)C(C)C, predict the reaction product.